From a dataset of Forward reaction prediction with 1.9M reactions from USPTO patents (1976-2016). Predict the product of the given reaction. (1) Given the reactants [Cl:1][C:2]1[CH:3]=[N:4][C:5]2[N:6]([N:8]=[C:9]([C:11]([OH:13])=O)[CH:10]=2)[CH:7]=1.[Br:14][C:15]1[CH:16]=[C:17]([C:21]2[CH2:22][CH:23]([CH3:27])[NH:24][CH2:25][CH:26]=2)[CH:18]=[CH:19][CH:20]=1, predict the reaction product. The product is: [Br:14][C:15]1[CH:16]=[C:17]([C:21]2[CH2:22][CH:23]([CH3:27])[N:24]([C:11]([C:9]3[CH:10]=[C:5]4[N:4]=[CH:3][C:2]([Cl:1])=[CH:7][N:6]4[N:8]=3)=[O:13])[CH2:25][CH:26]=2)[CH:18]=[CH:19][CH:20]=1. (2) Given the reactants [Cl:1][C:2]1[CH:10]=[CH:9][C:5]([C:6](Cl)=[O:7])=[CH:4][C:3]=1[N+:11]([O-:13])=[O:12].[Br:14][C:15]1[CH:16]=[C:17]([NH2:21])[CH:18]=[CH:19][CH:20]=1, predict the reaction product. The product is: [Br:14][C:15]1[CH:16]=[C:17]([NH:21][C:6](=[O:7])[C:5]2[CH:9]=[CH:10][C:2]([Cl:1])=[C:3]([N+:11]([O-:13])=[O:12])[CH:4]=2)[CH:18]=[CH:19][CH:20]=1. (3) Given the reactants [C:1]([O:5][C@@H:6]([C:12]1[C:13]([CH3:47])=[N:14][C:15]2[N:16]([N:33]=[C:34]([CH:36]=[CH:37][CH2:38][C:39]3[CH:44]=[CH:43][C:42]([F:45])=[CH:41][C:40]=3O)[CH:35]=2)[C:17]=1[N:18]1[CH2:23][CH2:22][C:21]([O:25][CH2:26][CH2:27][CH2:28][CH2:29][C@H:30]([OH:32])[CH3:31])([CH3:24])[CH2:20][CH2:19]1)[C:7]([O:9]CC)=[O:8])([CH3:4])([CH3:3])[CH3:2].C1C=CC(P(C2C=CC=CC=2)C2C=CC=CC=2)=CC=1.CCOC(/N=N/C(OCC)=O)=O, predict the reaction product. The product is: [C:1]([O:5][C@@H:6]([C:12]1[C:13]([CH3:47])=[N:14][C:15]2=[CH:35][C:34]3=[N:33][N:16]2[C:17]=1[N:18]1[CH2:23][CH2:22][C:21]([CH3:24])([O:25][CH2:26][CH2:27][CH2:28][CH2:29][C@H:30]([CH3:31])[O:32][C:44]2[CH:43]=[C:42]([F:45])[CH:41]=[CH:40][C:39]=2[CH2:38][CH:37]=[CH:36]3)[CH2:20][CH2:19]1)[C:7]([OH:9])=[O:8])([CH3:3])([CH3:4])[CH3:2]. (4) The product is: [C:12]([O:11][C:10]([N:9]([C:4]1[CH:5]=[CH:6][CH:7]=[CH:8][N:3]=1)[CH2:18][CH2:19][O:20][C:21]1[CH:22]=[CH:23][C:24]([CH2:25][C@@H:26]([C:38]([O:40][CH3:41])=[O:39])[NH:27][C:28](=[O:37])[C:29]2[C:30]([Cl:36])=[CH:31][CH:32]=[CH:33][C:34]=2[Cl:35])=[CH:42][CH:43]=1)=[O:16])([CH3:13])([CH3:15])[CH3:14]. Given the reactants [H-].[Na+].[N:3]1[CH:8]=[CH:7][CH:6]=[CH:5][C:4]=1[NH:9][C:10](=[O:16])[O:11][C:12]([CH3:15])([CH3:14])[CH3:13].Br[CH2:18][CH2:19][O:20][C:21]1[CH:43]=[CH:42][C:24]([CH2:25][C@@H:26]([C:38]([O:40][CH3:41])=[O:39])[NH:27][C:28](=[O:37])[C:29]2[C:34]([Cl:35])=[CH:33][CH:32]=[CH:31][C:30]=2[Cl:36])=[CH:23][CH:22]=1, predict the reaction product. (5) Given the reactants [CH3:1][O:2][CH:3]([O:6][CH3:7])[CH2:4][NH2:5].C(=O)(O)[O-].[K+].[I:13][C:14]1[CH:22]=[CH:21][C:17]([C:18](Cl)=[O:19])=[CH:16][CH:15]=1, predict the reaction product. The product is: [CH3:1][O:2][CH:3]([O:6][CH3:7])[CH2:4][NH:5][C:18](=[O:19])[C:17]1[CH:21]=[CH:22][C:14]([I:13])=[CH:15][CH:16]=1. (6) Given the reactants [CH3:1][N:2]([CH3:21])[C:3]1[CH:8]=[CH:7][C:6]([CH:9]([O:19]C)[C@H:10]([CH3:18])/[CH:11]=[CH:12]/[CH:13]=[CH:14]/[C:15]([OH:17])=[O:16])=[CH:5][CH:4]=1.[C:22](C1C(=O)C(Cl)=C(Cl)C(=O)C=1C#N)#N.C(Cl)Cl, predict the reaction product. The product is: [CH3:18][C@@H:10]([C:9]([C:6]1[CH:5]=[CH:4][C:3]([N:2]([CH3:21])[CH3:1])=[CH:8][CH:7]=1)=[O:19])/[CH:11]=[C:12](/[CH:13]=[CH:14]/[C:15]([OH:17])=[O:16])\[CH3:22]. (7) The product is: [NH2:11][C:9]1[N:8]=[CH:7][N:6]=[C:5]2[N:4]([C@H:12]3[CH2:17][CH2:16][C@H:15]([N:18]4[CH2:23][CH2:22][N:21]([CH3:24])[CH2:20][CH2:19]4)[CH2:14][CH2:13]3)[N:3]=[C:2]([C:29]3[CH:30]=[CH:31][C:32]([NH:33][C:34](=[O:43])[CH2:35][CH2:36][C:37]4[CH:38]=[CH:39][CH:40]=[CH:41][CH:42]=4)=[C:27]([O:26][CH3:25])[CH:28]=3)[C:10]=12. Given the reactants I[C:2]1[C:10]2[C:5](=[N:6][CH:7]=[N:8][C:9]=2[NH2:11])[N:4]([C@H:12]2[CH2:17][CH2:16][C@H:15]([N:18]3[CH2:23][CH2:22][N:21]([CH3:24])[CH2:20][CH2:19]3)[CH2:14][CH2:13]2)[N:3]=1.[CH3:25][O:26][C:27]1[CH:28]=[C:29](B(O)O)[CH:30]=[CH:31][C:32]=1[NH:33][C:34](=[O:43])[CH2:35][CH2:36][C:37]1[CH:42]=[CH:41][CH:40]=[CH:39][CH:38]=1.C(=O)([O-])[O-].[Na+].[Na+], predict the reaction product. (8) Given the reactants ClCCl.[NH3:4].[C:5]([C:8]1[CH:15]=[CH:14][C:11]([CH2:12]Cl)=[C:10]([CH3:16])[CH:9]=1)(=[O:7])[CH3:6].[O:17]1CCCC1, predict the reaction product. The product is: [C:5]([C:8]1[CH:15]=[CH:14][C:11]([C:12]([NH2:4])=[O:17])=[C:10]([CH3:16])[CH:9]=1)(=[O:7])[CH3:6]. (9) The product is: [N:14]1[C:15]2[C:20](=[CH:19][CH:18]=[CH:17][CH:16]=2)[CH:11]=[N:12][CH:13]=1. Given the reactants N1C2C(=CC(O[C:11]3[C:20]4[C:15](=[CH:16][C:17](OCCCN5CCN(C(OC(C)(C)C)=O)CC5)=[C:18](OC)[CH:19]=4)[N:14]=[CH:13][N:12]=3)=CN=2)C=C1.FC(F)(F)C(O)=O, predict the reaction product. (10) Given the reactants I[C:2]1[S:10][C:9]2[C:4](=[N:5][CH:6]=[CH:7][C:8]=2[O:11][C:12]2[CH:17]=[CH:16][C:15]([NH2:18])=[C:14]([CH3:19])[CH:13]=2)[CH:3]=1.[CH2:20]([N:22]([CH2:26][CH3:27])[CH2:23][C:24]#[CH:25])[CH3:21], predict the reaction product. The product is: [CH2:20]([N:22]([CH2:26][CH3:27])[CH2:23][C:24]#[C:25][C:2]1[S:10][C:9]2[C:4](=[N:5][CH:6]=[CH:7][C:8]=2[O:11][C:12]2[CH:17]=[CH:16][C:15]([NH2:18])=[C:14]([CH3:19])[CH:13]=2)[CH:3]=1)[CH3:21].